Dataset: Catalyst prediction with 721,799 reactions and 888 catalyst types from USPTO. Task: Predict which catalyst facilitates the given reaction. The catalyst class is: 9. Reactant: [CH3:1][S:2]([NH:5][CH2:6][C:7]1[C:15]2[S:14](=[O:17])(=[O:16])[N:13]=[C:12]([CH2:18][C:19]([OH:21])=O)[NH:11][C:10]=2[S:9][CH:8]=1)(=[O:4])=[O:3].F[P-](F)(F)(F)(F)F.N1(OC(N(C)C)=[N+](C)C)C2N=CC=C[C:32]=2N=N1.CN1CCOCC1.C(O[C:56](=[O:71])[CH:57]([CH2:61][NH:62][CH2:63][C:64]1[CH:69]=[CH:68][C:67]([F:70])=[CH:66][CH:65]=1)[CH:58]([CH3:60])[CH3:59])C.[O-]CC.[Na+].C(O)C. Product: [C:58]([CH:57]1[CH2:61][N:62]([CH2:63][C:64]2[CH:65]=[CH:66][C:67]([F:70])=[CH:68][CH:69]=2)[C:19](=[O:21])[C:18]([C:12]2[NH:11][C:10]3[S:9][CH:8]=[C:7]([CH2:6][NH:5][S:2]([CH3:1])(=[O:3])=[O:4])[C:15]=3[S:14](=[O:16])(=[O:17])[N:13]=2)=[C:56]1[OH:71])([CH3:59])([CH3:60])[CH3:32].